This data is from NCI-60 drug combinations with 297,098 pairs across 59 cell lines. The task is: Regression. Given two drug SMILES strings and cell line genomic features, predict the synergy score measuring deviation from expected non-interaction effect. (1) Drug 2: COC1=CC(=CC(=C1O)OC)C2C3C(COC3=O)C(C4=CC5=C(C=C24)OCO5)OC6C(C(C7C(O6)COC(O7)C8=CC=CS8)O)O. Drug 1: CCC1=CC2CC(C3=C(CN(C2)C1)C4=CC=CC=C4N3)(C5=C(C=C6C(=C5)C78CCN9C7C(C=CC9)(C(C(C8N6C)(C(=O)OC)O)OC(=O)C)CC)OC)C(=O)OC.C(C(C(=O)O)O)(C(=O)O)O. Cell line: M14. Synergy scores: CSS=32.2, Synergy_ZIP=-3.28, Synergy_Bliss=-5.14, Synergy_Loewe=-7.26, Synergy_HSA=-3.18. (2) Drug 1: CS(=O)(=O)C1=CC(=C(C=C1)C(=O)NC2=CC(=C(C=C2)Cl)C3=CC=CC=N3)Cl. Drug 2: CCC1(CC2CC(C3=C(CCN(C2)C1)C4=CC=CC=C4N3)(C5=C(C=C6C(=C5)C78CCN9C7C(C=CC9)(C(C(C8N6C)(C(=O)OC)O)OC(=O)C)CC)OC)C(=O)OC)O.OS(=O)(=O)O. Cell line: HOP-62. Synergy scores: CSS=51.5, Synergy_ZIP=12.8, Synergy_Bliss=15.0, Synergy_Loewe=-7.10, Synergy_HSA=14.1. (3) Drug 1: CNC(=O)C1=CC=CC=C1SC2=CC3=C(C=C2)C(=NN3)C=CC4=CC=CC=N4. Drug 2: CC(C)(C#N)C1=CC(=CC(=C1)CN2C=NC=N2)C(C)(C)C#N. Cell line: MDA-MB-435. Synergy scores: CSS=1.68, Synergy_ZIP=1.30, Synergy_Bliss=5.31, Synergy_Loewe=1.12, Synergy_HSA=2.30. (4) Drug 1: C1=C(C(=O)NC(=O)N1)F. Drug 2: C1=CN(C(=O)N=C1N)C2C(C(C(O2)CO)O)O.Cl. Cell line: HCT116. Synergy scores: CSS=71.4, Synergy_ZIP=-1.11, Synergy_Bliss=-1.92, Synergy_Loewe=1.20, Synergy_HSA=3.95.